This data is from NCI-60 drug combinations with 297,098 pairs across 59 cell lines. The task is: Regression. Given two drug SMILES strings and cell line genomic features, predict the synergy score measuring deviation from expected non-interaction effect. (1) Cell line: M14. Drug 1: CN(CC1=CN=C2C(=N1)C(=NC(=N2)N)N)C3=CC=C(C=C3)C(=O)NC(CCC(=O)O)C(=O)O. Drug 2: COCCOC1=C(C=C2C(=C1)C(=NC=N2)NC3=CC=CC(=C3)C#C)OCCOC.Cl. Synergy scores: CSS=33.3, Synergy_ZIP=0.665, Synergy_Bliss=0.00440, Synergy_Loewe=-12.7, Synergy_HSA=-1.76. (2) Drug 1: C1CCN(CC1)CCOC2=CC=C(C=C2)C(=O)C3=C(SC4=C3C=CC(=C4)O)C5=CC=C(C=C5)O. Drug 2: C(CCl)NC(=O)N(CCCl)N=O. Cell line: HS 578T. Synergy scores: CSS=3.94, Synergy_ZIP=2.69, Synergy_Bliss=7.49, Synergy_Loewe=0.267, Synergy_HSA=1.31. (3) Drug 1: C(CN)CNCCSP(=O)(O)O. Drug 2: C1C(C(OC1N2C=NC3=C2NC=NCC3O)CO)O. Cell line: SK-MEL-5. Synergy scores: CSS=-6.42, Synergy_ZIP=2.52, Synergy_Bliss=-2.60, Synergy_Loewe=-6.35, Synergy_HSA=-7.36. (4) Drug 1: CC(C1=C(C=CC(=C1Cl)F)Cl)OC2=C(N=CC(=C2)C3=CN(N=C3)C4CCNCC4)N. Drug 2: C1CC(C1)(C(=O)O)C(=O)O.[NH2-].[NH2-].[Pt+2]. Cell line: SK-MEL-2. Synergy scores: CSS=17.4, Synergy_ZIP=-3.88, Synergy_Bliss=3.32, Synergy_Loewe=-0.384, Synergy_HSA=1.52. (5) Drug 1: C1=C(C(=O)NC(=O)N1)F. Drug 2: C1=CC(=CC=C1CCCC(=O)O)N(CCCl)CCCl. Cell line: SNB-75. Synergy scores: CSS=29.8, Synergy_ZIP=-4.03, Synergy_Bliss=0.255, Synergy_Loewe=0.713, Synergy_HSA=2.92. (6) Drug 2: CC1C(C(CC(O1)OC2CC(CC3=C2C(=C4C(=C3O)C(=O)C5=C(C4=O)C(=CC=C5)OC)O)(C(=O)CO)O)N)O.Cl. Cell line: UO-31. Drug 1: C1C(C(OC1N2C=NC3=C(N=C(N=C32)Cl)N)CO)O. Synergy scores: CSS=27.0, Synergy_ZIP=-3.63, Synergy_Bliss=-1.97, Synergy_Loewe=-11.3, Synergy_HSA=-2.31.